From a dataset of Catalyst prediction with 721,799 reactions and 888 catalyst types from USPTO. Predict which catalyst facilitates the given reaction. (1) Reactant: [CH3:1][C:2]1[CH:3]=[C:4]([C:19]2[S:23][C:22]([CH:24]=[O:25])=[N:21][CH:20]=2)[CH:5]=[C:6]([NH:8][C:9]2[N:14]=[C:13]([C:15]([F:18])([F:17])[F:16])[CH:12]=[CH:11][N:10]=2)[CH:7]=1.CO.[BH4-].[Na+]. Product: [CH3:1][C:2]1[CH:3]=[C:4]([C:19]2[S:23][C:22]([CH2:24][OH:25])=[N:21][CH:20]=2)[CH:5]=[C:6]([NH:8][C:9]2[N:14]=[C:13]([C:15]([F:18])([F:17])[F:16])[CH:12]=[CH:11][N:10]=2)[CH:7]=1. The catalyst class is: 13. (2) Reactant: [CH3:1][N:2]1[C:6]2[S:7][C:8](C(O)=O)=[CH:9][C:5]=2[C:4]([CH3:13])=[N:3]1.N1C2C(=CC=CC=2)C=CC=1. Product: [CH3:1][N:2]1[C:6]2[S:7][CH:8]=[CH:9][C:5]=2[C:4]([CH3:13])=[N:3]1. The catalyst class is: 536. (3) Reactant: [OH-].[Na+].Cl.[CH2:4]([N:11]1[CH2:16][CH2:15][C:14](=[O:17])[CH:13]([C:18](OCC)=[O:19])[CH2:12]1)[C:5]1[CH:10]=[CH:9][CH:8]=[CH:7][CH:6]=1.[BH4-].[Na+].O. Product: [CH2:4]([N:11]1[CH2:16][CH2:15][CH:14]([OH:17])[CH:13]([CH2:18][OH:19])[CH2:12]1)[C:5]1[CH:6]=[CH:7][CH:8]=[CH:9][CH:10]=1. The catalyst class is: 5. (4) Reactant: [NH2:1][C:2]1[C:7]([O:8][CH2:9][C:10]2[CH:15]=[CH:14][CH:13]=[CH:12][CH:11]=2)=[CH:6][CH:5]=[CH:4][N:3]=1.[N+:16]([CH2:18][C:19]([O:21][CH3:22])=[O:20])#[C-:17].[CH3:23][O:24][C:25]1[CH:26]=[C:27]([CH:30]=[C:31]([O:33][CH3:34])[CH:32]=1)[CH:28]=O. Product: [CH3:22][O:21][C:19](=[O:20])[CH2:18][NH:16][C:17]1[N:3]2[CH:4]=[CH:5][CH:6]=[C:7]([O:8][CH2:9][C:10]3[CH:11]=[CH:12][CH:13]=[CH:14][CH:15]=3)[C:2]2=[N:1][C:28]=1[C:27]1[CH:30]=[C:31]([O:33][CH3:34])[CH:32]=[C:25]([O:24][CH3:23])[CH:26]=1. The catalyst class is: 519. (5) Reactant: Br[CH2:2][C:3]([NH:5][C@@H:6]([CH:10]([CH3:12])[CH3:11])[C:7]([OH:9])=[O:8])=[O:4].[OH:13][CH2:14][CH2:15][N:16]1[C:21](=[O:22])[CH2:20][CH2:19][CH:18]([N:23]2[C:31](=[O:32])[C:30]3[C:25](=[CH:26][CH:27]=[CH:28][CH:29]=3)[C:24]2=[O:33])[C:17]1=[O:34].C(NCC)C. Product: [CH2:15]([N:16]([CH2:17][CH3:18])[CH2:2][C:3]([NH:5][C@@H:6]([CH:10]([CH3:12])[CH3:11])[C:7]([OH:9])=[O:8])=[O:4])[CH3:14].[OH:13][CH2:14][CH2:15][N:16]1[C:21](=[O:22])[CH2:20][CH2:19][CH:18]([N:23]2[C:24](=[O:33])[C:25]3[C:30](=[CH:29][CH:28]=[CH:27][CH:26]=3)[C:31]2=[O:32])[C:17]1=[O:34]. The catalyst class is: 2.